Dataset: Peptide-MHC class II binding affinity with 134,281 pairs from IEDB. Task: Regression. Given a peptide amino acid sequence and an MHC pseudo amino acid sequence, predict their binding affinity value. This is MHC class II binding data. (1) The peptide sequence is GELQIGDKIDAAFKI. The MHC is DRB3_0202 with pseudo-sequence DRB3_0202. The binding affinity (normalized) is 0.193. (2) The peptide sequence is LLEFAVVLELAILSI. The MHC is DRB4_0101 with pseudo-sequence DRB4_0103. The binding affinity (normalized) is 0.178. (3) The binding affinity (normalized) is 0.456. The MHC is DRB1_0901 with pseudo-sequence DRB1_0901. The peptide sequence is NGSQFFLCTAKTAWL. (4) The binding affinity (normalized) is 0.487. The MHC is HLA-DQA10501-DQB10201 with pseudo-sequence HLA-DQA10501-DQB10201. The peptide sequence is FESTGNLIAPEYGFKISY. (5) The peptide sequence is FMVAMFLAVAVVLGL. The binding affinity (normalized) is 0. The MHC is DRB3_0101 with pseudo-sequence DRB3_0101. (6) The peptide sequence is EKKYFAATTFEPLAA. The MHC is DRB1_0701 with pseudo-sequence DRB1_0701. The binding affinity (normalized) is 0.881. (7) The binding affinity (normalized) is 0.290. The peptide sequence is FFALCVLGLVAAALP. The MHC is DRB3_0202 with pseudo-sequence DRB3_0202.